From a dataset of Forward reaction prediction with 1.9M reactions from USPTO patents (1976-2016). Predict the product of the given reaction. (1) Given the reactants [C:1]([OH:4])(=[O:3])[CH3:2].[C:5]([OH:8])(=[O:7])[CH3:6].[NH2:9][C:10]1[N:15]=[CH:14][N:13]=[C:12]2[N:16]([C@H:36]3[CH2:41][CH2:40][C@@H:39]([N:42]4[CH2:47][CH2:46][N:45]([CH3:48])[CH2:44][CH2:43]4)[CH2:38][CH2:37]3)[N:17]=[C:18]([C:19]3[CH:24]=[CH:23][C:22]([NH:25][C:26](=O)[CH2:27][CH2:28][C:29]4[CH:34]=[CH:33][CH:32]=[CH:31][CH:30]=4)=[CH:21][CH:20]=3)[C:11]=12.[H-].[Al+3].[Li+].[H-].[H-].[H-], predict the reaction product. The product is: [C:1]([OH:4])(=[O:3])[CH3:2].[C:5]([OH:8])(=[O:7])[CH3:6].[CH3:48][N:45]1[CH2:44][CH2:43][N:42]([C@@H:39]2[CH2:40][CH2:41][C@H:36]([N:16]3[C:12]4=[N:13][CH:14]=[N:15][C:10]([NH2:9])=[C:11]4[C:18]([C:19]4[CH:20]=[CH:21][C:22]([NH:25][CH2:26][CH2:27][CH2:28][C:29]5[CH:34]=[CH:33][CH:32]=[CH:31][CH:30]=5)=[CH:23][CH:24]=4)=[N:17]3)[CH2:37][CH2:38]2)[CH2:47][CH2:46]1. (2) Given the reactants C[O:2][C:3](=[O:42])[CH2:4][C@H:5]1[CH2:10][CH2:9][C@H:8]([C:11]2[CH:16]=[CH:15][C:14]([NH:17][C:18](=[O:41])[CH2:19][CH2:20][NH:21][C:22]([C:24]3[N:25]=[C:26]([C:33]4[C:38]([Cl:39])=[CH:37][CH:36]=[CH:35][C:34]=4[Cl:40])[O:27][C:28]=3[C:29]([F:32])([F:31])[F:30])=[O:23])=[CH:13][CH:12]=2)[CH2:7][CH2:6]1.[OH-].[Na+:44], predict the reaction product. The product is: [Na+:44].[Cl:39][C:38]1[CH:37]=[CH:36][CH:35]=[C:34]([Cl:40])[C:33]=1[C:26]1[O:27][C:28]([C:29]([F:32])([F:30])[F:31])=[C:24]([C:22]([NH:21][CH2:20][CH2:19][C:18]([NH:17][C:14]2[CH:15]=[CH:16][C:11]([C@H:8]3[CH2:7][CH2:6][C@H:5]([CH2:4][C:3]([O-:42])=[O:2])[CH2:10][CH2:9]3)=[CH:12][CH:13]=2)=[O:41])=[O:23])[N:25]=1. (3) The product is: [CH3:23][O:24][C:2]1[C:11]2[C:6](=[CH:7][C:8]([O:14][CH3:15])=[C:9]([O:12][CH3:13])[CH:10]=2)[CH:5]=[C:4]([NH:16][C:17]2[CH:21]=[C:20]([CH3:22])[NH:19][N:18]=2)[N:3]=1. Given the reactants Cl[C:2]1[C:11]2[C:6](=[CH:7][C:8]([O:14][CH3:15])=[C:9]([O:12][CH3:13])[CH:10]=2)[CH:5]=[C:4]([NH:16][C:17]2[CH:21]=[C:20]([CH3:22])[NH:19][N:18]=2)[N:3]=1.[CH3:23][OH:24], predict the reaction product. (4) The product is: [NH2:1][C:2]1[N:3]([CH3:22])[C:4](=[O:21])[C:5]2[C:10]([C:11]3[C:16]([CH3:17])=[CH:15][C:14]([CH3:18])=[CH:13][C:12]=3[CH3:19])=[CH:9][N:8]([CH3:20])[C:6]=2[N:7]=1. Given the reactants [NH2:1][C:2]1[NH:3][C:4](=[O:21])[C:5]2[C:10]([C:11]3[C:16]([CH3:17])=[CH:15][C:14]([CH3:18])=[CH:13][C:12]=3[CH3:19])=[CH:9][N:8]([CH3:20])[C:6]=2[N:7]=1.[CH3:22]N(C)C=O.[H-].[Na+].CI, predict the reaction product.